From a dataset of Catalyst prediction with 721,799 reactions and 888 catalyst types from USPTO. Predict which catalyst facilitates the given reaction. (1) Reactant: [Cl:1][C:2]1[CH:7]=[CH:6][CH:5]=[C:4]([Cl:8])[C:3]=1[C:9]1[S:10][C:11]2[C:12]([NH2:19])=[N:13][CH:14]=[C:15]([F:18])[C:16]=2[N:17]=1.[C:20]([O:24][C:25](=[O:27])N)(C)(C)C.C(O)(C(F)(F)F)=O. Product: [CH3:20][O:24][C:25](=[O:27])[NH:19][C:12]1[C:11]2[S:10][C:9]([C:3]3[C:4]([Cl:8])=[CH:5][CH:6]=[CH:7][C:2]=3[Cl:1])=[N:17][C:16]=2[C:15]([F:18])=[CH:14][N:13]=1. The catalyst class is: 2. (2) Reactant: [Cl:1][C:2]1[N:7]=[C:6]2[C:8]([CH3:11])=[CH:9][S:10][C:5]2=[CH:4][CH:3]=1.BrN1C(=[O:18])CCC1=O.C(OOC(=O)C1C=CC=CC=1)(=O)C1C=CC=CC=1. Product: [Cl:1][C:2]1[N:7]=[C:6]2[C:8]([CH:11]=[O:18])=[CH:9][S:10][C:5]2=[CH:4][CH:3]=1. The catalyst class is: 53.